From a dataset of Full USPTO retrosynthesis dataset with 1.9M reactions from patents (1976-2016). Predict the reactants needed to synthesize the given product. (1) Given the product [CH2:13]([O:12][C:11]([NH:10][C@H:7]1[CH2:8][CH2:9][N:4]([C:1]2[O:3][C:24]([CH2:34][CH3:35])=[C:25]([C:26]([O:28][CH2:29][CH3:30])=[O:27])[N:2]=2)[CH2:5][C@H:6]1[O:21][CH3:22])=[O:20])[C:14]1[CH:15]=[CH:16][CH:17]=[CH:18][CH:19]=1, predict the reactants needed to synthesize it. The reactants are: [C:1]([N:4]1[CH2:9][CH2:8][C@H:7]([NH:10][C:11](=[O:20])[O:12][CH2:13][C:14]2[CH:19]=[CH:18][CH:17]=[CH:16][CH:15]=2)[C@H:6]([O:21][CH3:22])[CH2:5]1)(=[O:3])[NH2:2].Br[CH:24]([CH2:34][CH3:35])[C:25](=O)[C:26]([O:28][CH2:29][CH2:30]CC)=[O:27].C(=O)(O)[O-].[Na+]. (2) Given the product [O:7]1[C:6]([C:5]2[CH:8]=[CH:9][CH:10]=[CH:11][C:4]=2[N+:1]([O-:3])=[O:2])=[CH:23][N:22]=[CH:21]1, predict the reactants needed to synthesize it. The reactants are: [N+:1]([C:4]1[CH:11]=[CH:10][CH:9]=[CH:8][C:5]=1[CH:6]=[O:7])([O-:3])=[O:2].C1(C)C=CC(S([CH2:21][N+:22]#[C-:23])(=O)=O)=CC=1.C(=O)([O-])[O-].[K+].[K+]. (3) Given the product [Cl:1][C:2]1[C:3](=[O:10])[N:4]([CH3:9])[N:5]=[CH:6][C:7]=1[N:13]1[CH:14]=[CH:15][N:16]=[C:12]1[CH3:11], predict the reactants needed to synthesize it. The reactants are: [Cl:1][C:2]1[C:3](=[O:10])[N:4]([CH3:9])[N:5]=[CH:6][C:7]=1Cl.[CH3:11][C:12]1[NH:13][CH:14]=[CH:15][N:16]=1. (4) Given the product [Cl:1][C:2]1[N:3]=[C:4]([N:23]2[CH2:24][CH2:25][O:26][CH2:27][CH2:28]2)[C:5]2[S:10][C:9]([C:11]3[CH:12]=[N:13][C:14]([N:17]4[CH2:22][CH2:21][N:20]([S:30]([CH3:29])(=[O:32])=[O:31])[CH2:19][CH2:18]4)=[CH:15][CH:16]=3)=[CH:8][C:6]=2[N:7]=1, predict the reactants needed to synthesize it. The reactants are: [Cl:1][C:2]1[N:3]=[C:4]([N:23]2[CH2:28][CH2:27][O:26][CH2:25][CH2:24]2)[C:5]2[S:10][C:9]([C:11]3[CH:12]=[N:13][C:14]([N:17]4[CH2:22][CH2:21][NH:20][CH2:19][CH2:18]4)=[CH:15][CH:16]=3)=[CH:8][C:6]=2[N:7]=1.[CH3:29][S:30](Cl)(=[O:32])=[O:31].C(N(CC)CC)C. (5) Given the product [CH3:1][C:2]1([C:8]2[CH:9]=[CH:10][C:11]([Br:14])=[CH:12][CH:13]=2)[CH2:3][CH2:4][CH2:5][CH2:6][CH2:7]1, predict the reactants needed to synthesize it. The reactants are: [CH3:1][C:2]1([C:8]2[CH:13]=[CH:12][CH:11]=[CH:10][CH:9]=2)[CH2:7][CH2:6][CH2:5][CH2:4][CH2:3]1.[Br:14]Br. (6) The reactants are: [CH3:1][O:2][C:3](=[O:20])[C@H:4]([NH:12][C:13]([O:15][C:16]([CH3:19])([CH3:18])[CH3:17])=[O:14])[C:5]1[CH:10]=[CH:9][C:8](Cl)=[CH:7][CH:6]=1.C1(P(C2CCCCC2)C2C=CC=CC=2C2C(OC)=CC=CC=2OC)CCCCC1.P([O-])([O-])([O-])=O.[K+].[K+].[K+].[C:58]([Si:62]([CH3:100])([CH3:99])[O:63][CH:64]([C:95]([CH3:98])([CH3:97])[CH3:96])[CH2:65][CH2:66][C:67]1[CH:72]=[CH:71][C:70]([C:73]([C:78]2[CH:83]=[CH:82][C:81](B3OC(C)(C)C(C)(C)O3)=[C:80]([CH3:93])[CH:79]=2)([CH2:76][CH3:77])[CH2:74][CH3:75])=[CH:69][C:68]=1[CH3:94])([CH3:61])([CH3:60])[CH3:59]. Given the product [CH3:1][O:2][C:3](=[O:20])[C@H:4]([NH:12][C:13]([O:15][C:16]([CH3:19])([CH3:18])[CH3:17])=[O:14])[C:5]1[CH:10]=[CH:9][C:8]([C:81]2[CH:82]=[CH:83][C:78]([C:73]([C:70]3[CH:71]=[CH:72][C:67]([CH2:66][CH2:65][CH:64]([O:63][Si:62]([C:58]([CH3:61])([CH3:60])[CH3:59])([CH3:99])[CH3:100])[C:95]([CH3:98])([CH3:97])[CH3:96])=[C:68]([CH3:94])[CH:69]=3)([CH2:74][CH3:75])[CH2:76][CH3:77])=[CH:79][C:80]=2[CH3:93])=[CH:7][CH:6]=1, predict the reactants needed to synthesize it. (7) The reactants are: [C:1]([C@H:3]1[CH2:8][CH2:7][CH2:6][C@H:5]([O:9]C(=O)C2C=CC=CC=2)[CH2:4]1)#[N:2].O(C)[Na]. Given the product [OH:9][C@H:5]1[CH2:6][CH2:7][CH2:8][C@H:3]([C:1]#[N:2])[CH2:4]1, predict the reactants needed to synthesize it. (8) Given the product [CH2:18]([N:8]1[CH:9]=[C:10]([CH2:11][CH2:12][CH2:13][OH:15])[C:6]([CH:3]([CH2:1][CH3:2])[CH2:4][CH3:5])=[N:7]1)[C:19]1[CH:24]=[CH:23][CH:22]=[CH:21][CH:20]=1, predict the reactants needed to synthesize it. The reactants are: [CH2:1]([CH:3]([C:6]1[C:10]([CH2:11][CH2:12][C:13]([O:15]CC)=O)=[CH:9][NH:8][N:7]=1)[CH2:4][CH3:5])[CH3:2].[CH2:18](Br)[C:19]1[CH:24]=[CH:23][CH:22]=[CH:21][CH:20]=1.C(=O)([O-])[O-].[K+].[K+].CN(C)C=O.